From a dataset of Full USPTO retrosynthesis dataset with 1.9M reactions from patents (1976-2016). Predict the reactants needed to synthesize the given product. (1) Given the product [NH2:1][C:2]1[C:3]([C:9]([O:11][CH3:12])=[O:10])=[N:4][C:5]([C:15]2[C:14]([F:13])=[CH:19][CH:18]=[CH:17][C:16]=2[F:20])=[C:6]([F:8])[CH:7]=1, predict the reactants needed to synthesize it. The reactants are: [NH2:1][C:2]1[C:3]([C:9]([O:11][CH3:12])=[O:10])=[N:4][CH:5]=[C:6]([F:8])[CH:7]=1.[F:13][C:14]1[CH:19]=[CH:18][CH:17]=[C:16]([F:20])[C:15]=1B(O)O.O.CCOC(C)=O. (2) Given the product [CH:14]1([C:12]([C:6]2[CH:7]=[N:8][C:9]3[C:4]([C:5]=2[N:17]2[CH2:18][CH2:19][CH:20]([CH2:23][N:24]([CH3:25])[CH3:26])[CH2:21][CH2:22]2)=[CH:3][C:2]([C:34]2[CH:33]=[CH:32][C:31]([OH:45])=[C:30]([O:29][CH2:27][CH3:28])[CH:35]=2)=[CH:11][CH:10]=3)=[O:13])[CH2:16][CH2:15]1, predict the reactants needed to synthesize it. The reactants are: Br[C:2]1[CH:3]=[C:4]2[C:9](=[CH:10][CH:11]=1)[N:8]=[CH:7][C:6]([C:12]([CH:14]1[CH2:16][CH2:15]1)=[O:13])=[C:5]2[N:17]1[CH2:22][CH2:21][CH:20]([CH2:23][N:24]([CH3:26])[CH3:25])[CH2:19][CH2:18]1.[CH2:27]([O:29][C:30]1[CH:35]=[C:34](B2OC(C)(C)C(C)(C)O2)[CH:33]=[CH:32][C:31]=1[OH:45])[CH3:28]. (3) Given the product [F:23][C:2]1([F:1])[CH2:7][C@@H:6]([OH:8])[C@H:5]([C:9]2[CH:10]=[N:11][N:12]([CH2:14][C:15]3[CH:16]=[CH:17][C:18]([O:21][CH3:22])=[CH:19][CH:20]=3)[CH:13]=2)[CH2:4][CH2:3]1, predict the reactants needed to synthesize it. The reactants are: [F:1][C:2]1([F:23])[CH2:7][C@H:6]([OH:8])[C@@H:5]([C:9]2[CH:10]=[N:11][N:12]([CH2:14][C:15]3[CH:20]=[CH:19][C:18]([O:21][CH3:22])=[CH:17][CH:16]=3)[CH:13]=2)[CH2:4][CH2:3]1. (4) Given the product [OH:1][C@H:2]([C:13](=[O:14])[NH:15][C:16]1[CH:17]=[N:18][N:19]([CH2:41][CH2:42][O:43][C:44]([C:45]2[CH:50]=[CH:49][CH:48]=[CH:47][CH:46]=2)([C:57]2[CH:58]=[CH:59][CH:60]=[CH:61][CH:62]=2)[C:51]2[CH:52]=[CH:53][CH:54]=[CH:55][CH:56]=2)[C:20]=1[NH:21][C:22]([C:35]1[CH:40]=[CH:39][CH:38]=[CH:37][CH:36]=1)([C:29]1[CH:30]=[CH:31][CH:32]=[CH:33][CH:34]=1)[C:23]1[CH:24]=[CH:25][CH:26]=[CH:27][CH:28]=1)[CH2:3][CH2:4][NH:5][C:6](=[O:12])[O:7][C:8]([CH3:9])([CH3:10])[CH3:11], predict the reactants needed to synthesize it. The reactants are: [OH:1][C@H:2]([C:13]([NH:15][C:16]1[CH:17]=[N:18][N:19]([CH2:41][CH2:42][OH:43])[C:20]=1[NH:21][C:22]([C:35]1[CH:40]=[CH:39][CH:38]=[CH:37][CH:36]=1)([C:29]1[CH:34]=[CH:33][CH:32]=[CH:31][CH:30]=1)[C:23]1[CH:28]=[CH:27][CH:26]=[CH:25][CH:24]=1)=[O:14])[CH2:3][CH2:4][NH:5][C:6](=[O:12])[O:7][C:8]([CH3:11])([CH3:10])[CH3:9].[C:44](Cl)([C:57]1[CH:62]=[CH:61][CH:60]=[CH:59][CH:58]=1)([C:51]1[CH:56]=[CH:55][CH:54]=[CH:53][CH:52]=1)[C:45]1[CH:50]=[CH:49][CH:48]=[CH:47][CH:46]=1.C(N(CC)CC)C.O. (5) Given the product [F:19][C:13]([F:20])([O:11][C:5]1[CH:6]=[C:7]([F:10])[CH:8]=[CH:9][C:4]=1[N+:1]([O-:3])=[O:2])[C:14]([N:16]([CH3:18])[CH3:17])=[O:15], predict the reactants needed to synthesize it. The reactants are: [N+:1]([C:4]1[CH:9]=[CH:8][C:7]([F:10])=[CH:6][C:5]=1[OH:11])([O-:3])=[O:2].Br[C:13]([F:20])([F:19])[C:14]([N:16]([CH3:18])[CH3:17])=[O:15].C([O-])([O-])=O.[Na+].[Na+].O. (6) Given the product [Cl:10][C:11]1[CH:16]=[CH:15][C:14]([NH:17][C:18]([N:2]2[CH2:3][C:4]3[C:9](=[CH:8][CH:7]=[CH:6][CH:5]=3)[CH2:1]2)=[O:19])=[C:13]([CH3:20])[CH:12]=1, predict the reactants needed to synthesize it. The reactants are: [CH2:1]1[C:9]2[C:4](=[CH:5][CH:6]=[CH:7][CH:8]=2)[CH2:3][NH:2]1.[Cl:10][C:11]1[CH:16]=[CH:15][C:14]([N:17]=[C:18]=[O:19])=[C:13]([CH3:20])[CH:12]=1. (7) The reactants are: [Br:1][C:2]1[CH:6]=[CH:5][O:4][C:3]=1[C:7]1[O:11][N:10]=[C:9]([C:12]2[CH:17]=[CH:16][C:15]([Cl:18])=[CH:14][CH:13]=2)[N:8]=1.C([N-]C(C)C)(C)C.[Li+].CN([CH:30]=[O:31])C.C(=O)=O. Given the product [Br:1][C:2]1[CH:6]=[C:5]([CH:30]=[O:31])[O:4][C:3]=1[C:7]1[O:11][N:10]=[C:9]([C:12]2[CH:13]=[CH:14][C:15]([Cl:18])=[CH:16][CH:17]=2)[N:8]=1, predict the reactants needed to synthesize it. (8) The reactants are: S(Cl)([Cl:3])=O.[CH2:5]([O:12][C:13]1[C:18]([O:19][CH3:20])=[CH:17][C:16]([CH2:21]O)=[CH:15][C:14]=1[Cl:23])[C:6]1[CH:11]=[CH:10][CH:9]=[CH:8][CH:7]=1.C(OCC)C.O. Given the product [CH2:5]([O:12][C:13]1[C:18]([O:19][CH3:20])=[CH:17][C:16]([CH2:21][Cl:3])=[CH:15][C:14]=1[Cl:23])[C:6]1[CH:11]=[CH:10][CH:9]=[CH:8][CH:7]=1, predict the reactants needed to synthesize it. (9) Given the product [Br:1][C:2]1[CH:3]=[C:4]2[C:10]([CH:11]=[O:12])=[CH:9][N:8]([S:15]([C:18]3[CH:24]=[CH:23][C:21]([CH3:22])=[CH:20][CH:19]=3)(=[O:17])=[O:16])[C:5]2=[N:6][CH:7]=1, predict the reactants needed to synthesize it. The reactants are: [Br:1][C:2]1[CH:3]=[C:4]2[C:10]([CH:11]=[O:12])=[CH:9][NH:8][C:5]2=[N:6][CH:7]=1.[H-].[Na+].[S:15](Cl)([C:18]1[CH:24]=[CH:23][C:21]([CH3:22])=[CH:20][CH:19]=1)(=[O:17])=[O:16].O. (10) Given the product [F:11][C:9]1[CH:10]=[C:2]2[C:3]([C:4](=[O:5])[NH:12][C:13](=[O:14])[NH:1]2)=[CH:7][CH:8]=1, predict the reactants needed to synthesize it. The reactants are: [NH2:1][C:2]1[CH:10]=[C:9]([F:11])[CH:8]=[CH:7][C:3]=1[C:4](O)=[O:5].[NH2:12][C:13](N)=[O:14].Cl.